From a dataset of Forward reaction prediction with 1.9M reactions from USPTO patents (1976-2016). Predict the product of the given reaction. (1) Given the reactants [Br:1][C:2]1[CH:3]=[CH:4][C:5]2[NH:6][C:7]3[C:12]([C:13]=2[C:14]=1[O:15][CH2:16][C@@H:17]1[CH2:19][O:18]1)=[CH:11][CH:10]=[CH:9][CH:8]=3.[NH2:20][CH2:21][CH:22]1[CH2:27][CH2:26][N:25]([CH2:28][CH2:29][C:30]([F:33])([F:32])[F:31])[CH2:24][CH2:23]1, predict the reaction product. The product is: [Br:1][C:2]1[CH:3]=[CH:4][C:5]2[NH:6][C:7]3[C:12]([C:13]=2[C:14]=1[O:15][CH2:16][C@@H:17]([OH:18])[CH2:19][NH:20][CH2:21][CH:22]1[CH2:27][CH2:26][N:25]([CH2:28][CH2:29][C:30]([F:33])([F:31])[F:32])[CH2:24][CH2:23]1)=[CH:11][CH:10]=[CH:9][CH:8]=3. (2) Given the reactants [C:1]([O:5][C:6]([N:8]1[CH2:13][CH2:12][CH:11]([N:14]([C:18]([C:20]2[CH:21]=[N:22][C:23](Cl)=[N:24][CH:25]=2)=[O:19])[CH:15]2[CH2:17][CH2:16]2)[CH2:10][CH2:9]1)=[O:7])([CH3:4])([CH3:3])[CH3:2].[NH:27]1[CH:31]=[CH:30][CH:29]=[N:28]1.C(N(C(C)C)C(C)C)C, predict the reaction product. The product is: [C:1]([O:5][C:6]([N:8]1[CH2:13][CH2:12][CH:11]([N:14]([CH:15]2[CH2:17][CH2:16]2)[C:18]([C:20]2[CH:21]=[N:22][C:23]([N:27]3[CH:31]=[CH:30][CH:29]=[N:28]3)=[N:24][CH:25]=2)=[O:19])[CH2:10][CH2:9]1)=[O:7])([CH3:4])([CH3:3])[CH3:2]. (3) Given the reactants [CH3:1][C:2]1[CH:7]=[CH:6][C:5]([C:8]2[O:9][C:10]([CH3:13])=[N:11][N:12]=2)=[CH:4][C:3]=1[C:14]1[CH:19]=[CH:18][C:17]([C:20](O)=[O:21])=[CH:16][CH:15]=1.[NH2:23][C:24]1[CH:32]=[C:31]2[C:27]([C:28]([CH2:33][N:34]([CH3:36])[CH3:35])=[CH:29][NH:30]2)=[CH:26][CH:25]=1, predict the reaction product. The product is: [CH3:36][N:34]([CH2:33][C:28]1[C:27]2[C:31](=[CH:32][C:24]([NH:23][C:20]([C:17]3[CH:18]=[CH:19][C:14]([C:3]4[CH:4]=[C:5]([C:8]5[O:9][C:10]([CH3:13])=[N:11][N:12]=5)[CH:6]=[CH:7][C:2]=4[CH3:1])=[CH:15][CH:16]=3)=[O:21])=[CH:25][CH:26]=2)[NH:30][CH:29]=1)[CH3:35]. (4) Given the reactants [C:1]([O:6][CH:7]([CH2:14][CH3:15])[C:8]([C:11]([OH:13])=[O:12])([F:10])[F:9])(=[O:5])[C:2]([CH3:4])=[CH2:3].[OH-].[Na+].[Br-].[C:19]1([S+:25]([C:32]2[CH:37]=[CH:36][CH:35]=[CH:34][CH:33]=2)[C:26]2[CH:31]=[CH:30][CH:29]=[CH:28][CH:27]=2)[CH:24]=[CH:23][CH:22]=[CH:21][CH:20]=1, predict the reaction product. The product is: [F:9][C:8]([F:10])([CH:7]([O:6][C:1](=[O:5])[C:2]([CH3:4])=[CH2:3])[CH2:14][CH3:15])[C:11]([O-:13])=[O:12].[C:32]1([S+:25]([C:19]2[CH:20]=[CH:21][CH:22]=[CH:23][CH:24]=2)[C:26]2[CH:31]=[CH:30][CH:29]=[CH:28][CH:27]=2)[CH:33]=[CH:34][CH:35]=[CH:36][CH:37]=1. (5) Given the reactants [Br:1][C:2]1[CH:7]=[CH:6][CH:5]=[CH:4][C:3]=1[CH2:8][C:9]([OH:11])=O.BrC1C=C(CC([C:22]2[CH:23]=[CH:24][C:25]3[O:30][CH2:29][C:28](=[O:31])[NH:27][C:26]=3[CH:32]=2)=O)C=CC=1, predict the reaction product. The product is: [Br:1][C:2]1[CH:7]=[CH:6][CH:5]=[CH:4][C:3]=1[CH2:8][C:9]([C:22]1[CH:23]=[CH:24][C:25]2[O:30][CH2:29][C:28](=[O:31])[NH:27][C:26]=2[CH:32]=1)=[O:11].[O:30]1[C:25]2[CH:24]=[CH:23][CH:22]=[CH:32][C:26]=2[NH:27][C:28](=[O:31])[CH2:29]1.